Dataset: Full USPTO retrosynthesis dataset with 1.9M reactions from patents (1976-2016). Task: Predict the reactants needed to synthesize the given product. (1) Given the product [CH2:16]([CH:23]1[CH2:28][CH2:27][N:26]([C:12](=[O:14])[CH2:11][NH:10][C:9]([NH:8][C:6]2[CH:5]=[CH:4][N:3]=[C:2]([CH3:1])[CH:7]=2)=[O:15])[CH2:25][CH2:24]1)[C:17]1[CH:22]=[CH:21][CH:20]=[CH:19][CH:18]=1, predict the reactants needed to synthesize it. The reactants are: [CH3:1][C:2]1[CH:7]=[C:6]([NH:8][C:9](=[O:15])[NH:10][CH2:11][C:12]([OH:14])=O)[CH:5]=[CH:4][N:3]=1.[CH2:16]([CH:23]1[CH2:28][CH2:27][NH:26][CH2:25][CH2:24]1)[C:17]1[CH:22]=[CH:21][CH:20]=[CH:19][CH:18]=1.C1C=CC2N(O)N=NC=2C=1.C(Cl)CCl. (2) Given the product [NH2:30][C:27]1[CH:28]=[CH:29][C:24]([CH2:23][N:19]2[C:17]3=[N:18][C:13]([C:11](=[O:12])[NH:10][S:7]([C:1]4[CH:6]=[CH:5][CH:4]=[CH:3][CH:2]=4)(=[O:8])=[O:9])=[CH:14][CH:15]=[C:16]3[N:21]=[C:20]2[CH3:22])=[C:25]([Cl:33])[CH:26]=1, predict the reactants needed to synthesize it. The reactants are: [C:1]1([S:7]([NH:10][C:11]([C:13]2[N:18]=[C:17]3[N:19]([CH2:23][C:24]4[CH:29]=[CH:28][C:27]([N+:30]([O-])=O)=[CH:26][C:25]=4[Cl:33])[C:20]([CH3:22])=[N:21][C:16]3=[CH:15][CH:14]=2)=[O:12])(=[O:9])=[O:8])[CH:6]=[CH:5][CH:4]=[CH:3][CH:2]=1.C(O)(=O)C. (3) Given the product [CH:1]1([CH2:6][C@H:7]([CH2:25][C:26](=[O:36])[NH:27][O:28][CH2:29][C:30]2[CH:31]=[CH:32][CH:33]=[CH:34][CH:35]=2)[C:8]([N:10]2[C@H:14]([C:15]([NH:17][C:18]3[CH:23]=[CH:22][C:21]([F:24])=[CH:20][N+:19]=3[O-:45])=[O:16])[CH2:13][CH:12]=[N:11]2)=[O:9])[CH2:2][CH2:3][CH2:4][CH2:5]1, predict the reactants needed to synthesize it. The reactants are: [CH:1]1([CH2:6][C@H:7]([CH2:25][C:26](=[O:36])[NH:27][O:28][CH2:29][C:30]2[CH:35]=[CH:34][CH:33]=[CH:32][CH:31]=2)[C:8]([N:10]2[C@H:14]([C:15]([NH:17][C:18]3[CH:23]=[CH:22][C:21]([F:24])=[CH:20][N:19]=3)=[O:16])[CH2:13][CH:12]=[N:11]2)=[O:9])[CH2:5][CH2:4][CH2:3][CH2:2]1.ClC1C=C(C(OO)=[O:45])C=CC=1.